From a dataset of Full USPTO retrosynthesis dataset with 1.9M reactions from patents (1976-2016). Predict the reactants needed to synthesize the given product. Given the product [NH2:1][C:2]1[N:7]=[C:6]([C:8]([NH:26][CH2:25][C:21]2[CH:20]=[C:19]3[C:24](=[CH:23][CH:22]=2)[NH:16][CH:17]=[CH:18]3)=[O:10])[CH:5]=[C:4]([C:11]2[O:12][CH:13]=[CH:14][CH:15]=2)[N:3]=1, predict the reactants needed to synthesize it. The reactants are: [NH2:1][C:2]1[N:7]=[C:6]([C:8]([OH:10])=O)[CH:5]=[C:4]([C:11]2[O:12][CH:13]=[CH:14][CH:15]=2)[N:3]=1.[NH:16]1[C:24]2[C:19](=[CH:20][C:21]([CH2:25][NH2:26])=[CH:22][CH:23]=2)[CH:18]=[CH:17]1.N=C=N.O.ON1C2C=CC=CC=2N=N1.